This data is from Forward reaction prediction with 1.9M reactions from USPTO patents (1976-2016). The task is: Predict the product of the given reaction. (1) Given the reactants [CH:1]1([C:4]2[O:8][N:7]=[C:6]([C@@H:9]3[CH2:11][C@H:10]3[C:12]([F:15])([F:14])[F:13])[C:5]=2[CH2:16]O)[CH2:3][CH2:2]1.C(N(CC)CC)C.CS([Cl:29])(=O)=O.O, predict the reaction product. The product is: [Cl:29][CH2:16][C:5]1[C:6]([C@@H:9]2[CH2:11][C@H:10]2[C:12]([F:15])([F:14])[F:13])=[N:7][O:8][C:4]=1[CH:1]1[CH2:3][CH2:2]1. (2) Given the reactants Br[C:2]1[CH:3]=[C:4]([C:8]([O:10][CH3:11])=[O:9])[O:5][C:6]=1[Cl:7].[CH3:12][N:13]1[C:17](B2OC(C)(C)C(C)(C)O2)=[CH:16][CH:15]=[N:14]1.C(=O)([O-])[O-].[K+].[K+], predict the reaction product. The product is: [Cl:7][C:6]1[O:5][C:4]([C:8]([O:10][CH3:11])=[O:9])=[CH:3][C:2]=1[C:17]1[N:13]([CH3:12])[N:14]=[CH:15][CH:16]=1. (3) Given the reactants [S:1]1[C:5]([C:6]([OH:8])=O)=[CH:4][C:3]2[CH:9]=[CH:10][CH:11]=[CH:12][C:2]1=2.[NH2:13][C:14]1[CH:15]=[CH:16][C:17]([N:22]2[CH2:27][CH2:26][N:25]([CH2:28][CH2:29][OH:30])[CH2:24][CH2:23]2)=[C:18]([CH:21]=1)[C:19]#[N:20], predict the reaction product. The product is: [C:19]([C:18]1[CH:21]=[C:14]([NH:13][C:6]([C:5]2[S:1][C:2]3[CH:12]=[CH:11][CH:10]=[CH:9][C:3]=3[CH:4]=2)=[O:8])[CH:15]=[CH:16][C:17]=1[N:22]1[CH2:23][CH2:24][N:25]([CH2:28][CH2:29][OH:30])[CH2:26][CH2:27]1)#[N:20]. (4) Given the reactants [H-].[Na+].COP([CH2:9][C:10]([O:12][C:13]([CH3:16])([CH3:15])[CH3:14])=[O:11])(OC)=O.[Cl:17][C:18]1[CH:19]=[CH:20][C:21]([N:26]2[CH:30]=[N:29][CH:28]=[N:27]2)=[C:22]([CH:25]=1)[CH:23]=O, predict the reaction product. The product is: [Cl:17][C:18]1[CH:19]=[CH:20][C:21]([N:26]2[CH:30]=[N:29][CH:28]=[N:27]2)=[C:22](/[CH:23]=[CH:9]/[C:10]([O:12][C:13]([CH3:16])([CH3:15])[CH3:14])=[O:11])[CH:25]=1.